From a dataset of Full USPTO retrosynthesis dataset with 1.9M reactions from patents (1976-2016). Predict the reactants needed to synthesize the given product. (1) Given the product [CH:21]([NH:25][C:2]1[C:11]([C:12]2[C:17]([F:18])=[CH:16][CH:15]=[CH:14][C:13]=2[Cl:19])=[C:10]([Cl:20])[C:9]2[C:4](=[CH:5][CH:6]=[N:7][CH:8]=2)[N:3]=1)([CH2:23][CH3:24])[CH3:22], predict the reactants needed to synthesize it. The reactants are: Cl[C:2]1[C:11]([C:12]2[C:17]([F:18])=[CH:16][CH:15]=[CH:14][C:13]=2[Cl:19])=[C:10]([Cl:20])[C:9]2[C:4](=[CH:5][CH:6]=[N:7][CH:8]=2)[N:3]=1.[CH:21]([NH2:25])([CH2:23][CH3:24])[CH3:22]. (2) Given the product [CH3:38][C:24]1[N:25]=[C:26]([C:28]2[CH:29]=[CH:30][C:31]([C:34]([F:37])([F:36])[F:35])=[CH:32][CH:33]=2)[S:27][C:23]=1[CH2:22][N:9]1[CH2:10][CH2:11][C:7]([C:1]2[CH:6]=[CH:5][CH:4]=[CH:3][CH:2]=2)([C:13]2[CH:14]=[CH:15][CH:16]=[CH:17][CH:18]=2)[C:8]1=[O:12], predict the reactants needed to synthesize it. The reactants are: [C:1]1([C:7]2([C:13]3[CH:18]=[CH:17][CH:16]=[CH:15][CH:14]=3)[CH2:11][CH2:10][NH:9][C:8]2=[O:12])[CH:6]=[CH:5][CH:4]=[CH:3][CH:2]=1.[H-].[Na+].Br[CH2:22][C:23]1[S:27][C:26]([C:28]2[CH:33]=[CH:32][C:31]([C:34]([F:37])([F:36])[F:35])=[CH:30][CH:29]=2)=[N:25][C:24]=1[CH3:38].